This data is from Experimentally validated miRNA-target interactions with 360,000+ pairs, plus equal number of negative samples. The task is: Binary Classification. Given a miRNA mature sequence and a target amino acid sequence, predict their likelihood of interaction. (1) The miRNA is mmu-miR-1894-5p with sequence CUCUCCCCUACCACCUGCCUCU. Result: 0 (no interaction). The protein sequence of the target gene is MGKDYYHILGIDKGATDEDVKKAYRKQALKFHPDKNKSPQAEEKFKEVAEAYEVLSDPKKREIYDQFGEEGLKGGAGGTDGQGGTFRYTFHGDPHATFAAFFGGSNPFEIFFGRRMGGGRDSEEMEIDGDPFSAFGFSMNGYPRDRNSVGPSRLKQDPPIIHELKVSLEEIYSGCTKRMKISRKRLNPDGRSYRSEDKILTIEIKKGWKEGTKITFPREGDETPNSIPADIVFVIKDKEHPKFKRDGSNIVYTAKISLREALCGCSLNVPTMDGRNLPMSVTDIVKPGMRRRVIGYGLPF.... (2) The miRNA is hsa-miR-6885-5p with sequence AGGGGGGCACUGCGCAAGCAAAGCC. The protein sequence of the target gene is MENVHLAPETDEDDLYSGFNDYNPAYDTEELENDTGFQQAVRTSHGRRPPVTAKIPSTAVSRPIATGYGSKTSLTSSMGRPMTGTIQDGVARPMTAVRAAGFSKAALRGSAFDPLGQSRGPAPPLEAKNEDSPEEKIRQLEKKVNELVEESCIANSCGDLKLALEKAKDAGRKERVLVRQREQVTSPENINLDLTYSVLFNLASQYSANEMYAEALNTYQVIVKNKMFSNAGRLKVNMGNIYLKQRNYSKAIKFYRMALDQIPSVHKEMRIKIMQNIGITFIKTGQYSDAINSFEHIMSM.... Result: 0 (no interaction). (3) The miRNA is hsa-miR-4750-3p with sequence CCUGACCCACCCCCUCCCGCAG. The protein sequence of the target gene is MVFTVSCSKMSSIVDRDDSSIFDGLVEEDDKDKAKRVSRNKSEKKRRDQFNVLIKELGSMLPGNARKMDKSTVLQKSIDFLRKHKETTAQSDASEIRQDWKPTFLSNEEFTQLMLEALDGFFLAIMTDGSIIYVSESVTSLLEHLPSDLVDQSIFNFIPEGEHSEVYKILSTHLLESDSLTPEYLKSKNQLEFCCHMLRGTIDPKEPSTYEYVRFIGNFKSLTSVSTSTHNGFEGTIQRTHRPSYEDRVCFVATVRLATPQFIKEMCTVEEPNEEFTSRHSLEWKFLFLDHRAPPIIGYL.... Result: 0 (no interaction). (4) The miRNA is hsa-miR-5589-3p with sequence UGCACAUGGCAACCUAGCUCCCA. The protein sequence of the target gene is MGLHFKWPLGAPMLAAIYAMSMVLKMLPALGMACPPKCRCEKLLFYCDSQGFHSVPNATDKGSLGLSLRHNHITELERDQFASFSQLTWLHLDHNQISTVKEDAFQGLYKLKELILSSNKIFYLPNTTFTQLINLQNLDLSFNQLSSLHPELFYGLRKLQTLHLRSNSLRTIPVRLFWDCRSLEFLDLSTNRLRSLARNGFAGLIKLRELHLEHNQLTKINFAHFLRLSSLHTLFLQWNKISNLTCGMEWTWGTLEKLDLTGNEIKAIDLTVFETMPNLKILLMDNNKLNSLDSKILNSL.... Result: 0 (no interaction). (5) The miRNA is mmu-miR-3093-5p with sequence CGCACCCCGCGGAGCUCACACU. The protein sequence of the target gene is MSEPKAIDPKLSTTDRVVKAVPFPPSHRLTAKEVFDNDGKPRVDILKAHLMKEGRLEESVALRIITEGASILRQEKNLLDIDAPVTVCGDIHGQFFDLMKLFEVGGSPANTRYLFLGDYVDRGYFSIECVLYLWALKILYPKTLFLLRGNHECRHLTEYFTFKQECKIKYSERVYDACMDAFDCLPLAALMNQQFLCVHGGLSPEINTLDDIRKLDRFKEPPAYGPMCDILWSDPLEDFGNEKTQEHFTHNTVRGCSYFYSYPAVCDFLQHNNLLSILRAHEAQDAGYRMYRKSQTTGFP.... Result: 0 (no interaction). (6) The miRNA is mmu-miR-1843a-3p with sequence UCUGAUCGUUCACCUCCAUACA. The protein sequence of the target gene is MRAAAISTPKLDKMPGMFFSANPKELKGTTHSLLDDKMQKRRPKTFGMDMKAYLRSMIPHLESGMKSSKSKDVLSAAEVMQWSQSLEKLLANQTGQNVFGSFLKSEFSEENIEFWLACEDYKKTESDLLPCKAEEIYKAFVHSDAAKQINIDFRTRESTAKKIKAPTPTCFDEAQKVIYTLMEKDSYPRFLKSDIYLNLLNDLQANSLK. Result: 0 (no interaction). (7) Result: 1 (interaction). The protein sequence of the target gene is MVALSLKISIGNVVKTMQFEPSTMVYDACRIIRERIPEAPAGPPSDFGLFLSDDDPKKGIWLEAGKALDYYMLRNGDTMEYRKKQRPLKIRMLDGTVKTIMVDDSKTVTDMLMTICARIGITNHDEYSLVRELMEEKKEEITGTLRKDKTLLRDEKKMEKLKQKLHTDDELNWLDHGRTLREQGVEEHETLLLRRKFFYSDQNVDSRDPVQLNLLYVQARDDILNGSHPVSFDKACEFAGFQCQIQFGPHNEQKHKAGFLDLKDFLPKEYVKQKGERKIFQAHKNCGQMSEIEAKVRYVK.... The miRNA is hsa-miR-1273h-5p with sequence CUGGGAGGUCAAGGCUGCAGU.